Dataset: Experimental lipophilicity measurements (octanol/water distribution) for 4,200 compounds from AstraZeneca. Task: Regression/Classification. Given a drug SMILES string, predict its absorption, distribution, metabolism, or excretion properties. Task type varies by dataset: regression for continuous measurements (e.g., permeability, clearance, half-life) or binary classification for categorical outcomes (e.g., BBB penetration, CYP inhibition). For this dataset (lipophilicity_astrazeneca), we predict Y. (1) The drug is C[C@H]1CN(C(=O)c2cc3c(C(=O)C(=O)N(C)C)cn(C)c3cc2Cl)[C@H](C)CN1Cc1ccc(F)cc1. The Y is 3.60 logD. (2) The drug is Cc1cn([C@H]2CCCN(S(=O)(=O)c3ccc(O)c(Oc4cccc(Br)c4)c3)C2)c(=O)[nH]c1=O. The Y is 2.30 logD.